Dataset: NCI-60 drug combinations with 297,098 pairs across 59 cell lines. Task: Regression. Given two drug SMILES strings and cell line genomic features, predict the synergy score measuring deviation from expected non-interaction effect. (1) Drug 1: C1=CC(=C2C(=C1NCCNCCO)C(=O)C3=C(C=CC(=C3C2=O)O)O)NCCNCCO. Drug 2: CCC1(CC2CC(C3=C(CCN(C2)C1)C4=CC=CC=C4N3)(C5=C(C=C6C(=C5)C78CCN9C7C(C=CC9)(C(C(C8N6C)(C(=O)OC)O)OC(=O)C)CC)OC)C(=O)OC)O.OS(=O)(=O)O. Cell line: OVCAR-8. Synergy scores: CSS=64.2, Synergy_ZIP=6.39, Synergy_Bliss=5.20, Synergy_Loewe=7.65, Synergy_HSA=8.46. (2) Drug 1: CC1=C(C(=O)C2=C(C1=O)N3CC4C(C3(C2COC(=O)N)OC)N4)N. Drug 2: C1C(C(OC1N2C=NC(=NC2=O)N)CO)O. Cell line: SK-MEL-28. Synergy scores: CSS=19.7, Synergy_ZIP=-6.54, Synergy_Bliss=0.378, Synergy_Loewe=-9.64, Synergy_HSA=-3.30. (3) Synergy scores: CSS=39.5, Synergy_ZIP=-6.61, Synergy_Bliss=-6.55, Synergy_Loewe=-2.00, Synergy_HSA=-1.84. Drug 1: COC1=CC(=CC(=C1O)OC)C2C3C(COC3=O)C(C4=CC5=C(C=C24)OCO5)OC6C(C(C7C(O6)COC(O7)C8=CC=CS8)O)O. Drug 2: CCN(CC)CCNC(=O)C1=C(NC(=C1C)C=C2C3=C(C=CC(=C3)F)NC2=O)C. Cell line: KM12. (4) Drug 1: C1=CC(=CC=C1C#N)C(C2=CC=C(C=C2)C#N)N3C=NC=N3. Drug 2: CNC(=O)C1=NC=CC(=C1)OC2=CC=C(C=C2)NC(=O)NC3=CC(=C(C=C3)Cl)C(F)(F)F. Cell line: UACC62. Synergy scores: CSS=2.46, Synergy_ZIP=-2.21, Synergy_Bliss=-2.69, Synergy_Loewe=1.51, Synergy_HSA=-3.62. (5) Drug 1: C1CCN(CC1)CCOC2=CC=C(C=C2)C(=O)C3=C(SC4=C3C=CC(=C4)O)C5=CC=C(C=C5)O. Drug 2: CC1C(C(CC(O1)OC2CC(CC3=C2C(=C4C(=C3O)C(=O)C5=C(C4=O)C(=CC=C5)OC)O)(C(=O)C)O)N)O.Cl. Cell line: SK-MEL-5. Synergy scores: CSS=23.7, Synergy_ZIP=0.788, Synergy_Bliss=7.90, Synergy_Loewe=-20.8, Synergy_HSA=1.78. (6) Drug 1: C1=NC(=NC(=O)N1C2C(C(C(O2)CO)O)O)N. Drug 2: C(CC(=O)O)C(=O)CN.Cl. Cell line: NCIH23. Synergy scores: CSS=15.5, Synergy_ZIP=-1.61, Synergy_Bliss=4.19, Synergy_Loewe=3.49, Synergy_HSA=3.54. (7) Drug 1: C1=NC2=C(N1)C(=S)N=C(N2)N. Drug 2: CC1=C(C(CCC1)(C)C)C=CC(=CC=CC(=CC(=O)O)C)C. Cell line: UO-31. Synergy scores: CSS=29.5, Synergy_ZIP=0.509, Synergy_Bliss=1.04, Synergy_Loewe=0.288, Synergy_HSA=2.36. (8) Drug 1: C1=CN(C(=O)N=C1N)C2C(C(C(O2)CO)O)O.Cl. Drug 2: CC1CCC2CC(C(=CC=CC=CC(CC(C(=O)C(C(C(=CC(C(=O)CC(OC(=O)C3CCCCN3C(=O)C(=O)C1(O2)O)C(C)CC4CCC(C(C4)OC)O)C)C)O)OC)C)C)C)OC. Cell line: HL-60(TB). Synergy scores: CSS=14.6, Synergy_ZIP=-3.90, Synergy_Bliss=2.60, Synergy_Loewe=-8.11, Synergy_HSA=-8.11. (9) Cell line: M14. Drug 2: CC1CCCC2(C(O2)CC(NC(=O)CC(C(C(=O)C(C1O)C)(C)C)O)C(=CC3=CSC(=N3)C)C)C. Drug 1: C(=O)(N)NO. Synergy scores: CSS=60.4, Synergy_ZIP=9.84, Synergy_Bliss=8.04, Synergy_Loewe=-38.0, Synergy_HSA=3.59. (10) Drug 1: C1=CC=C(C=C1)NC(=O)CCCCCCC(=O)NO. Drug 2: CCN(CC)CCCC(C)NC1=C2C=C(C=CC2=NC3=C1C=CC(=C3)Cl)OC. Cell line: T-47D. Synergy scores: CSS=21.3, Synergy_ZIP=-8.76, Synergy_Bliss=-5.46, Synergy_Loewe=1.77, Synergy_HSA=2.00.